From a dataset of Catalyst prediction with 721,799 reactions and 888 catalyst types from USPTO. Predict which catalyst facilitates the given reaction. Reactant: [C:1]([C:3]1[CH:4]=[C:5]([CH:35]=[CH:36][CH:37]=1)[C:6]([NH:8][C:9]1[C:10]([NH:23][C:24](=[O:34])[C:25]2[CH:30]=[CH:29][C:28]([CH:31]([CH3:33])[CH3:32])=[CH:27][CH:26]=2)=[CH:11][C:12]([O:15][Si](C)(C)C(C)(C)C)=[CH:13][CH:14]=1)=[O:7])#[N:2].CCCC[N+](CCCC)(CCCC)CCCC.[F-]. Product: [C:1]([C:3]1[CH:4]=[C:5]([CH:35]=[CH:36][CH:37]=1)[C:6]([NH:8][C:9]1[C:10]([NH:23][C:24](=[O:34])[C:25]2[CH:30]=[CH:29][C:28]([CH:31]([CH3:33])[CH3:32])=[CH:27][CH:26]=2)=[CH:11][C:12]([OH:15])=[CH:13][CH:14]=1)=[O:7])#[N:2]. The catalyst class is: 1.